Task: Predict the reactants needed to synthesize the given product.. Dataset: Full USPTO retrosynthesis dataset with 1.9M reactions from patents (1976-2016) (1) Given the product [C:34]([OH:41])(=[O:40])/[CH:35]=[CH:36]/[C:37]([OH:39])=[O:38].[F:33][C:2]([F:1])([F:32])[C:3]1[CH:27]=[C:26]([C:28]([F:30])([F:31])[F:29])[CH:25]=[CH:24][C:4]=1[CH2:5][N:6]1[CH2:11][CH2:10][CH:9](/[CH:12]=[C:13]2/[C:14]([NH:19][CH2:20][CH:21]3[CH2:22][CH2:23]3)=[N:15][C:16](=[O:18])[S:17]/2)[CH2:8][CH2:7]1, predict the reactants needed to synthesize it. The reactants are: [F:1][C:2]([F:33])([F:32])[C:3]1[CH:27]=[C:26]([C:28]([F:31])([F:30])[F:29])[CH:25]=[CH:24][C:4]=1[CH2:5][N:6]1[CH2:11][CH2:10][CH:9](/[CH:12]=[C:13]2/[C:14]([NH:19][CH2:20][CH:21]3[CH2:23][CH2:22]3)=[N:15][C:16](=[O:18])[S:17]/2)[CH2:8][CH2:7]1.[C:34]([OH:41])(=[O:40])/[CH:35]=[CH:36]/[C:37]([OH:39])=[O:38]. (2) Given the product [NH2:1][C:2]1[N:10]=[C:9]([O:11][CH2:12][CH2:13][CH2:14][CH3:15])[N:8]=[C:7]2[C:3]=1[NH:4][C:5](=[O:20])[N:6]2[CH2:16][CH2:17][CH2:18][NH:21][CH2:22][CH2:23][CH2:24][OH:25], predict the reactants needed to synthesize it. The reactants are: [NH2:1][C:2]1[N:10]=[C:9]([O:11][CH2:12][CH2:13][CH2:14][CH3:15])[N:8]=[C:7]2[C:3]=1[NH:4][C:5](=[O:20])[N:6]2[CH2:16][CH2:17][CH2:18]Br.[NH2:21][CH2:22][CH2:23][CH2:24][OH:25]. (3) Given the product [CH3:13][NH:15][CH2:16][CH2:17][NH:18][C:2]1[CH:9]=[C:8]([N+:10]([O-:12])=[O:11])[CH:7]=[CH:6][C:3]=1[C:4]#[N:5], predict the reactants needed to synthesize it. The reactants are: F[C:2]1[CH:9]=[C:8]([N+:10]([O-:12])=[O:11])[CH:7]=[CH:6][C:3]=1[C:4]#[N:5].[CH2:13]([NH:15][CH2:16][CH2:17][NH2:18])C.C(=O)([O-])[O-].[K+].[K+]. (4) Given the product [CH3:29][N:30]([CH:32]=[C:3]1[CH2:4][CH2:5][CH2:6][C:7]2[CH:12]=[C:11]([N:13]3[CH2:17][C@H:16]([CH2:18][O:19][C:20]4[CH:25]=[CH:24][CH:23]=[CH:22][N:21]=4)[O:15][C:14]3=[O:26])[CH:10]=[CH:9][C:8]=2[C:2]1=[O:1])[CH3:31], predict the reactants needed to synthesize it. The reactants are: [O:1]=[C:2]1[C:8]2[CH:9]=[CH:10][C:11]([N:13]3[CH2:17][C@H:16]([CH2:18][O:19][C:20]4[CH:25]=[CH:24][CH:23]=[CH:22][N:21]=4)[O:15][C:14]3=[O:26])=[CH:12][C:7]=2[CH2:6][CH2:5][CH2:4][CH2:3]1.CO[CH:29](OC)[N:30]([CH3:32])[CH3:31]. (5) The reactants are: C([Li])CCC.Br[C:7]1[CH:8]=[N:9][CH:10]=[C:11]([Br:13])[CH:12]=1.[CH:14](=[O:21])[C:15]1[CH:20]=[CH:19][CH:18]=[CH:17][CH:16]=1. Given the product [Br:13][C:11]1[CH:12]=[C:7]([CH:14]([C:15]2[CH:20]=[CH:19][CH:18]=[CH:17][CH:16]=2)[OH:21])[CH:8]=[N:9][CH:10]=1, predict the reactants needed to synthesize it. (6) Given the product [C:1]([O:9][C@H:10]1[C@@H:21]([OH:22])[C@H:20]([O:23][C:24](=[O:31])[C:25]2[CH:30]=[CH:29][CH:28]=[CH:27][CH:26]=2)[C@@H:19]([CH2:32][O:33][C:71]([C:72]2[CH:77]=[CH:76][CH:75]=[CH:74][CH:73]=2)([C:84]2[CH:85]=[CH:86][CH:87]=[CH:88][CH:89]=2)[C:78]2[CH:79]=[CH:80][CH:81]=[CH:82][CH:83]=2)[O:18][C@H:11]1[O:12][CH2:13][CH2:14][N:15]=[N+:16]=[N-:17])(=[O:8])[C:2]1[CH:7]=[CH:6][CH:5]=[CH:4][CH:3]=1, predict the reactants needed to synthesize it. The reactants are: [C:1]([O:9][C@H:10]1[C@@H:21]([OH:22])[C@H:20]([O:23][C:24](=[O:31])[C:25]2[CH:30]=[CH:29][CH:28]=[CH:27][CH:26]=2)[C@@H:19]([CH2:32][OH:33])[O:18][C@@H:11]1[O:12][CH2:13][CH2:14][N:15]=[N+:16]=[N-:17])(=[O:8])[C:2]1[CH:7]=[CH:6][CH:5]=[CH:4][CH:3]=1.[C@H]1(O[C@H]2[C@H](O)[C@@H](CO[C@H]3O[C@H](CO)[C@@H](O)[C@H](O)[C@@H]3O)O[C@H](OCCN)[C@H]2O)O[C@H](CO)[C@@H](O)[C@H](O)[C@@H]1O.[C:71](Cl)([C:84]1[CH:89]=[CH:88][CH:87]=[CH:86][CH:85]=1)([C:78]1[CH:83]=[CH:82][CH:81]=[CH:80][CH:79]=1)[C:72]1[CH:77]=[CH:76][CH:75]=[CH:74][CH:73]=1. (7) Given the product [CH2:35]([O:34][C:32]([N:13]([CH3:14])[N:7]1[C:6]([C:15]([OH:17])=[O:16])=[C:5]([C:18]2[CH:23]=[CH:22][CH:21]=[CH:20][CH:19]=2)[C:4]2[C:9](=[CH:10][CH:11]=[C:2]([Cl:1])[CH:3]=2)[C:8]1=[O:12])=[O:33])[C:36]1[CH:41]=[CH:40][CH:39]=[CH:38][CH:37]=1, predict the reactants needed to synthesize it. The reactants are: [Cl:1][C:2]1[CH:3]=[C:4]2[C:9](=[CH:10][CH:11]=1)[C:8](=[O:12])[N:7]([NH:13][CH3:14])[C:6]([C:15]([OH:17])=[O:16])=[C:5]2[C:18]1[CH:23]=[CH:22][CH:21]=[CH:20][CH:19]=1.C(N(CC)CC)C.Cl[C:32]([O:34][CH2:35][C:36]1[CH:41]=[CH:40][CH:39]=[CH:38][CH:37]=1)=[O:33].C(=O)([O-])O.[Na+]. (8) The reactants are: [Cl:1][C:2]1[CH:7]=[CH:6][C:5]([C:8]2[CH:12]=[CH:11][NH:10][C:9]=2[C:13]([O:15]CC)=[O:14])=[CH:4][CH:3]=1.[OH-].[Na+].OS([O-])(=O)=O.[K+]. Given the product [Cl:1][C:2]1[CH:7]=[CH:6][C:5]([C:8]2[CH:12]=[CH:11][NH:10][C:9]=2[C:13]([OH:15])=[O:14])=[CH:4][CH:3]=1, predict the reactants needed to synthesize it. (9) Given the product [CH3:1][O:2][C:3](=[O:19])[C:4]1[CH:9]=[C:8]([O:10][C:21]2[CH:26]=[CH:25][CH:24]=[CH:23][CH:22]=2)[CH:7]=[C:6]([O:11][C:12]2[CH:17]=[CH:16][C:15]([Br:18])=[CH:14][CH:13]=2)[CH:5]=1, predict the reactants needed to synthesize it. The reactants are: [CH3:1][O:2][C:3](=[O:19])[C:4]1[CH:9]=[C:8]([OH:10])[CH:7]=[C:6]([O:11][C:12]2[CH:17]=[CH:16][C:15]([Br:18])=[CH:14][CH:13]=2)[CH:5]=1.I[C:21]1[CH:26]=[CH:25][CH:24]=[CH:23][CH:22]=1.C(=O)([O-])[O-].[Cs+].[Cs+].S([O-])([O-])(=O)=O.[Mg+2].CC(=NO)C(C)=NO.